Dataset: NCI-60 drug combinations with 297,098 pairs across 59 cell lines. Task: Regression. Given two drug SMILES strings and cell line genomic features, predict the synergy score measuring deviation from expected non-interaction effect. (1) Cell line: COLO 205. Drug 2: CC1CCC2CC(C(=CC=CC=CC(CC(C(=O)C(C(C(=CC(C(=O)CC(OC(=O)C3CCCCN3C(=O)C(=O)C1(O2)O)C(C)CC4CCC(C(C4)OC)OCCO)C)C)O)OC)C)C)C)OC. Drug 1: CC(CN1CC(=O)NC(=O)C1)N2CC(=O)NC(=O)C2. Synergy scores: CSS=57.9, Synergy_ZIP=0.886, Synergy_Bliss=0.126, Synergy_Loewe=2.21, Synergy_HSA=3.53. (2) Drug 2: COCCOC1=C(C=C2C(=C1)C(=NC=N2)NC3=CC=CC(=C3)C#C)OCCOC.Cl. Synergy scores: CSS=13.9, Synergy_ZIP=-3.43, Synergy_Bliss=0.0418, Synergy_Loewe=0.450, Synergy_HSA=0.994. Cell line: MCF7. Drug 1: COC1=C(C=C2C(=C1)N=CN=C2NC3=CC(=C(C=C3)F)Cl)OCCCN4CCOCC4. (3) Drug 1: CC1=C2C(C(=O)C3(C(CC4C(C3C(C(C2(C)C)(CC1OC(=O)C(C(C5=CC=CC=C5)NC(=O)C6=CC=CC=C6)O)O)OC(=O)C7=CC=CC=C7)(CO4)OC(=O)C)O)C)OC(=O)C. Drug 2: CNC(=O)C1=NC=CC(=C1)OC2=CC=C(C=C2)NC(=O)NC3=CC(=C(C=C3)Cl)C(F)(F)F. Cell line: NCIH23. Synergy scores: CSS=69.6, Synergy_ZIP=4.22, Synergy_Bliss=2.90, Synergy_Loewe=2.75, Synergy_HSA=6.39. (4) Drug 2: CC1C(C(CC(O1)OC2CC(CC3=C2C(=C4C(=C3O)C(=O)C5=CC=CC=C5C4=O)O)(C(=O)C)O)N)O. Cell line: NCI-H460. Synergy scores: CSS=41.4, Synergy_ZIP=-0.873, Synergy_Bliss=-1.82, Synergy_Loewe=-15.5, Synergy_HSA=-0.258. Drug 1: C1=NNC2=C1C(=O)NC=N2. (5) Drug 1: CCN(CC)CCNC(=O)C1=C(NC(=C1C)C=C2C3=C(C=CC(=C3)F)NC2=O)C. Drug 2: C1CN1C2=NC(=NC(=N2)N3CC3)N4CC4. Cell line: HOP-62. Synergy scores: CSS=38.7, Synergy_ZIP=3.02, Synergy_Bliss=7.51, Synergy_Loewe=-9.88, Synergy_HSA=7.55. (6) Drug 1: C1C(C(OC1N2C=NC3=C2NC=NCC3O)CO)O. Drug 2: N.N.Cl[Pt+2]Cl. Cell line: UACC62. Synergy scores: CSS=33.4, Synergy_ZIP=-1.33, Synergy_Bliss=-0.935, Synergy_Loewe=-3.04, Synergy_HSA=-0.694. (7) Drug 1: CC1=C(C=C(C=C1)NC2=NC=CC(=N2)N(C)C3=CC4=NN(C(=C4C=C3)C)C)S(=O)(=O)N.Cl. Drug 2: C(=O)(N)NO. Cell line: A498. Synergy scores: CSS=4.87, Synergy_ZIP=-1.75, Synergy_Bliss=0.777, Synergy_Loewe=-2.76, Synergy_HSA=-2.46. (8) Drug 1: CC1=CC=C(C=C1)C2=CC(=NN2C3=CC=C(C=C3)S(=O)(=O)N)C(F)(F)F. Drug 2: CC1=C(C=C(C=C1)NC(=O)C2=CC=C(C=C2)CN3CCN(CC3)C)NC4=NC=CC(=N4)C5=CN=CC=C5. Cell line: CCRF-CEM. Synergy scores: CSS=18.5, Synergy_ZIP=-10.2, Synergy_Bliss=-9.48, Synergy_Loewe=-9.12, Synergy_HSA=-7.38.